From a dataset of Full USPTO retrosynthesis dataset with 1.9M reactions from patents (1976-2016). Predict the reactants needed to synthesize the given product. (1) The reactants are: [CH3:1][C:2]1[CH:7]=[N:6][C:5]([CH3:8])=[CH:4][N:3]=1.[CH3:9][N:10]1[CH:14]=[CH:13][CH:12]=[C:11]1[CH:15]=O.C[C:18]([CH3:21])([O-])[CH3:19].[K+]. Given the product [CH3:9][N:10]1[CH:14]=[CH:13][CH:12]=[C:11]1/[CH:15]=[CH:1]/[C:2]1[CH:7]=[N:6][C:5](/[CH:8]=[CH:1]/[C:2]2[N:3]([CH3:4])[CH:21]=[CH:18][CH:19]=2)=[CH:4][N:3]=1, predict the reactants needed to synthesize it. (2) Given the product [CH3:1][O:2][C:3]1[CH:4]=[C:5]([C:12]2[CH:13]=[CH:14][N:15]([CH2:18][CH2:19][NH2:20])[N:16]=2)[CH:6]=[CH:7][C:8]=1[N+:9]([O-:11])=[O:10], predict the reactants needed to synthesize it. The reactants are: [CH3:1][O:2][C:3]1[CH:4]=[C:5]([C:12]2[NH:16][N:15]=[CH:14][CH:13]=2)[CH:6]=[CH:7][C:8]=1[N+:9]([O-:11])=[O:10].O[CH2:18][CH2:19][NH:20]C(=O)OC(C)(C)C.C1(P(C2C=CC=CC=2)C2C=CC=CC=2)C=CC=CC=1.CC(OC(/N=N/C(OC(C)C)=O)=O)C.CCO.Cl. (3) Given the product [Cl:13][C:14]1[CH:22]=[C:21]2[C:17]([C:18]([C:5]3[CH:4]=[C:3]([O:2][CH3:1])[CH:8]=[C:7]([O:9][CH3:10])[CH:6]=3)([OH:24])[C:19](=[O:23])[NH:20]2)=[CH:16][CH:15]=1, predict the reactants needed to synthesize it. The reactants are: [CH3:1][O:2][C:3]1[CH:4]=[C:5]([Mg]Br)[CH:6]=[C:7]([O:9][CH3:10])[CH:8]=1.[Cl:13][C:14]1[CH:22]=[C:21]2[C:17]([C:18](=[O:24])[C:19](=[O:23])[NH:20]2)=[CH:16][CH:15]=1.